This data is from NCI-60 drug combinations with 297,098 pairs across 59 cell lines. The task is: Regression. Given two drug SMILES strings and cell line genomic features, predict the synergy score measuring deviation from expected non-interaction effect. (1) Drug 1: CC1=C(C(=CC=C1)Cl)NC(=O)C2=CN=C(S2)NC3=CC(=NC(=N3)C)N4CCN(CC4)CCO. Drug 2: N.N.Cl[Pt+2]Cl. Cell line: A498. Synergy scores: CSS=24.5, Synergy_ZIP=-3.12, Synergy_Bliss=-2.14, Synergy_Loewe=-3.49, Synergy_HSA=-0.141. (2) Drug 1: COC1=NC(=NC2=C1N=CN2C3C(C(C(O3)CO)O)O)N. Drug 2: CCN(CC)CCNC(=O)C1=C(NC(=C1C)C=C2C3=C(C=CC(=C3)F)NC2=O)C. Cell line: NCI-H322M. Synergy scores: CSS=0.994, Synergy_ZIP=-2.26, Synergy_Bliss=-4.77, Synergy_Loewe=-5.20, Synergy_HSA=-4.95. (3) Drug 1: CC1=C2C(C(=O)C3(C(CC4C(C3C(C(C2(C)C)(CC1OC(=O)C(C(C5=CC=CC=C5)NC(=O)OC(C)(C)C)O)O)OC(=O)C6=CC=CC=C6)(CO4)OC(=O)C)OC)C)OC. Drug 2: CC1CCC2CC(C(=CC=CC=CC(CC(C(=O)C(C(C(=CC(C(=O)CC(OC(=O)C3CCCCN3C(=O)C(=O)C1(O2)O)C(C)CC4CCC(C(C4)OC)O)C)C)O)OC)C)C)C)OC. Cell line: RXF 393. Synergy scores: CSS=62.7, Synergy_ZIP=12.0, Synergy_Bliss=11.6, Synergy_Loewe=21.5, Synergy_HSA=22.9.